From a dataset of Catalyst prediction with 721,799 reactions and 888 catalyst types from USPTO. Predict which catalyst facilitates the given reaction. (1) Reactant: Br[C:2]1[C:11]2[O:10][CH2:9][CH2:8][N:7]([CH2:12][CH2:13][CH2:14][CH3:15])[C:6]=2[CH:5]=[C:4]([C:16]([O:18][CH3:19])=[O:17])[CH:3]=1.[Cu](C#N)[C:21]#[N:22].Cl. Product: [CH2:12]([N:7]1[C:6]2[CH:5]=[C:4]([C:16]([O:18][CH3:19])=[O:17])[CH:3]=[C:2]([C:21]#[N:22])[C:11]=2[O:10][CH2:9][CH2:8]1)[CH2:13][CH2:14][CH3:15]. The catalyst class is: 37. (2) Reactant: C([O:3][C:4](=[O:20])[C:5]1[CH:10]=[C:9]([C:11]2[CH:15]=[C:14]([CH:16]3[CH2:18][CH2:17]3)[NH:13][N:12]=2)[CH:8]=[CH:7][C:6]=1[Cl:19])C.[OH-].[K+].C(O)(=O)CC(CC(O)=O)(C(O)=O)O. Product: [Cl:19][C:6]1[CH:7]=[CH:8][C:9]([C:11]2[CH:15]=[C:14]([CH:16]3[CH2:17][CH2:18]3)[NH:13][N:12]=2)=[CH:10][C:5]=1[C:4]([OH:20])=[O:3]. The catalyst class is: 5. (3) Reactant: [CH3:1][C:2]1[CH:7]=[C:6]([C:8]([N:10]2[C:16]3[CH:17]=[CH:18][CH:19]=[CH:20][C:15]=3[CH2:14][N:13]3[C:21]([C:24]([NH:26][CH2:27][C:28]4[CH:33]=[CH:32][C:31]([O:34]C)=[CH:30][CH:29]=4)=[O:25])=[CH:22][CH:23]=[C:12]3[CH2:11]2)=[O:9])[CH:5]=[CH:4][C:3]=1[C:36]1[CH:41]=[CH:40][CH:39]=[CH:38][C:37]=1[CH3:42].B(Br)(Br)Br. Product: [CH3:1][C:2]1[CH:7]=[C:6]([C:8]([N:10]2[C:16]3[CH:17]=[CH:18][CH:19]=[CH:20][C:15]=3[CH2:14][N:13]3[C:21]([C:24]([NH:26][CH2:27][C:28]4[CH:33]=[CH:32][C:31]([OH:34])=[CH:30][CH:29]=4)=[O:25])=[CH:22][CH:23]=[C:12]3[CH2:11]2)=[O:9])[CH:5]=[CH:4][C:3]=1[C:36]1[CH:41]=[CH:40][CH:39]=[CH:38][C:37]=1[CH3:42]. The catalyst class is: 4. (4) Reactant: [C:1]([N:4]1[CH2:9][CH2:8][CH:7]([NH:10][C:11](=[O:20])[C:12]2[CH:17]=[C:16]([F:18])[CH:15]=[N:14][C:13]=2Cl)[CH2:6][CH2:5]1)(=[O:3])[CH3:2].[CH3:21][S:22][C:23]1[C:28]([CH3:29])=[CH:27][C:26]([OH:30])=[CH:25][C:24]=1[CH3:31].C(=O)([O-])[O-].[Cs+].[Cs+]. Product: [C:1]([N:4]1[CH2:9][CH2:8][CH:7]([NH:10][C:11](=[O:20])[C:12]2[CH:17]=[C:16]([F:18])[CH:15]=[N:14][C:13]=2[O:30][C:26]2[CH:27]=[C:28]([CH3:29])[C:23]([S:22][CH3:21])=[C:24]([CH3:31])[CH:25]=2)[CH2:6][CH2:5]1)(=[O:3])[CH3:2]. The catalyst class is: 9. (5) The catalyst class is: 4. Reactant: C([O:5][C:6]([CH:8]1[CH:12]([C:13]2[CH:18]=[CH:17][CH:16]=[C:15]([Cl:19])[CH:14]=2)[C:11]([C:22]2[CH:27]=[CH:26][C:25]([Cl:28])=[CH:24][CH:23]=2)([C:20]#[N:21])[CH:10]([CH:29]([CH2:32][CH3:33])[CH2:30][CH3:31])[NH:9]1)=[O:7])(C)(C)C.[F:34][C:35]([F:40])([F:39])[C:36]([OH:38])=[O:37]. Product: [F:34][C:35]([F:40])([F:39])[C:36]([OH:38])=[O:37].[Cl:19][C:15]1[CH:14]=[C:13]([CH:12]2[C:11]([C:22]3[CH:27]=[CH:26][C:25]([Cl:28])=[CH:24][CH:23]=3)([C:20]#[N:21])[CH:10]([CH:29]([CH2:30][CH3:31])[CH2:32][CH3:33])[NH:9][CH:8]2[C:6]([OH:7])=[O:5])[CH:18]=[CH:17][CH:16]=1. (6) Reactant: [C:1]1(=O)[CH2:4][CH2:3][CH2:2]1.C([O-])(=O)C.[NH4+].[CH3:11][C:12]1([CH3:20])[O:17][C:16](=[O:18])[CH2:15][C:14](=[O:19])[O:13]1.C(O)(=O)C. Product: [C:1]1(=[C:15]2[C:16](=[O:18])[O:17][C:12]([CH3:20])([CH3:11])[O:13][C:14]2=[O:19])[CH2:4][CH2:3][CH2:2]1. The catalyst class is: 93.